Dataset: Full USPTO retrosynthesis dataset with 1.9M reactions from patents (1976-2016). Task: Predict the reactants needed to synthesize the given product. (1) Given the product [F:26][C:20]1[CH:21]=[C:22]([F:25])[CH:23]=[CH:24][C:19]=1[C:16]1[CH:15]=[CH:14][C:13]([C@@H:11]([N:7]2[CH2:6][CH2:5][C@@:4]([C:27]3[CH:28]=[CH:29][C:30]([F:33])=[CH:31][CH:32]=3)([CH2:1][CH:2]3[CH2:3][O:39]3)[O:9][C:8]2=[O:10])[CH3:12])=[CH:18][CH:17]=1, predict the reactants needed to synthesize it. The reactants are: [CH2:1]([C@@:4]1([C:27]2[CH:32]=[CH:31][C:30]([F:33])=[CH:29][CH:28]=2)[O:9][C:8](=[O:10])[N:7]([C@H:11]([C:13]2[CH:18]=[CH:17][C:16]([C:19]3[CH:24]=[CH:23][C:22]([F:25])=[CH:21][C:20]=3[F:26])=[CH:15][CH:14]=2)[CH3:12])[CH2:6][CH2:5]1)[CH:2]=[CH2:3].ClC1C=C(C=CC=1)C(OO)=[O:39]. (2) Given the product [CH:20]1([CH2:26][C:27]2[NH:29][C:4](=[O:6])[C:3]([C:1]#[N:2])=[C:8]([NH:11][C:12]3[CH:13]=[N:14][CH:15]=[CH:16][C:17]=3[CH3:18])[N:28]=2)[CH2:25][CH2:24][CH2:23][CH2:22][CH2:21]1, predict the reactants needed to synthesize it. The reactants are: [C:1]([C:3](=[C:8]([NH:11][C:12]1[CH:13]=[N:14][CH:15]=[CH:16][C:17]=1[CH3:18])SC)[C:4]([O:6]C)=O)#[N:2].Cl.[CH:20]1([CH2:26][C:27]([NH2:29])=[NH:28])[CH2:25][CH2:24][CH2:23][CH2:22][CH2:21]1.C(=O)([O-])[O-].[K+].[K+]. (3) Given the product [C:1]([C:3]1[CH:8]=[C:7]([CH3:9])[CH:6]=[CH:5][C:4]=1[C:10]1[CH:15]=[C:14]([O:16][C:17]2[S:18][CH:19]=[CH:20][N:21]=2)[CH:13]=[C:12]([C:22]([OH:24])=[O:23])[CH:11]=1)#[N:2], predict the reactants needed to synthesize it. The reactants are: [C:1]([C:3]1[CH:8]=[C:7]([CH3:9])[CH:6]=[CH:5][C:4]=1[C:10]1[CH:15]=[C:14]([O:16][C:17]2[S:18][CH:19]=[CH:20][N:21]=2)[CH:13]=[C:12]([C:22]([O:24]C)=[O:23])[CH:11]=1)#[N:2].[OH-].[Li+].Cl. (4) Given the product [Br:1][C:2]1[CH:7]=[CH:6][C:5]([CH:8]([NH:10][C:12](=[O:13])[O:14][C:15]([CH3:18])([CH3:17])[CH3:16])[CH3:9])=[C:4]([F:11])[CH:3]=1, predict the reactants needed to synthesize it. The reactants are: [Br:1][C:2]1[CH:7]=[CH:6][C:5]([CH:8]([NH2:10])[CH3:9])=[C:4]([F:11])[CH:3]=1.[C:12](O[C:12]([O:14][C:15]([CH3:18])([CH3:17])[CH3:16])=[O:13])([O:14][C:15]([CH3:18])([CH3:17])[CH3:16])=[O:13].